From a dataset of Peptide-MHC class I binding affinity with 185,985 pairs from IEDB/IMGT. Regression. Given a peptide amino acid sequence and an MHC pseudo amino acid sequence, predict their binding affinity value. This is MHC class I binding data. (1) The peptide sequence is HYRPYHYYH. The MHC is HLA-A30:01 with pseudo-sequence HLA-A30:01. The binding affinity (normalized) is 0.710. (2) The peptide sequence is SPVSRSHSF. The MHC is HLA-A80:01 with pseudo-sequence HLA-A80:01. The binding affinity (normalized) is 0.0847. (3) The peptide sequence is ATGDYVAFV. The MHC is HLA-A02:11 with pseudo-sequence HLA-A02:11. The binding affinity (normalized) is 1.00. (4) The peptide sequence is IHSDQLSKF. The MHC is HLA-A02:06 with pseudo-sequence HLA-A02:06. The binding affinity (normalized) is 0.0847. (5) The peptide sequence is GTEKLTITY. The MHC is HLA-A80:01 with pseudo-sequence HLA-A80:01. The binding affinity (normalized) is 0.213. (6) The peptide sequence is LLTIGLSLV. The MHC is HLA-A02:03 with pseudo-sequence HLA-A02:03. The binding affinity (normalized) is 0.851. (7) The binding affinity (normalized) is 0.0847. The MHC is HLA-A02:12 with pseudo-sequence HLA-A02:12. The peptide sequence is AVGVVCTGL.